Dataset: Forward reaction prediction with 1.9M reactions from USPTO patents (1976-2016). Task: Predict the product of the given reaction. Given the reactants C(=O)([O-])[O-].[Na+].[Na+].[NH2:7][C:8]1[CH:16]=[C:15]([O:17][CH3:18])[C:14]([O:19][CH3:20])=[CH:13][C:9]=1[C:10]([OH:12])=[O:11].[Cl:21][C:22]1[CH:27]=[CH:26][C:25]([S:28](Cl)(=[O:30])=[O:29])=[CH:24][CH:23]=1, predict the reaction product. The product is: [Cl:21][C:22]1[CH:27]=[CH:26][C:25]([S:28]([NH:7][C:8]2[CH:16]=[C:15]([O:17][CH3:18])[C:14]([O:19][CH3:20])=[CH:13][C:9]=2[C:10]([OH:12])=[O:11])(=[O:30])=[O:29])=[CH:24][CH:23]=1.